Dataset: Catalyst prediction with 721,799 reactions and 888 catalyst types from USPTO. Task: Predict which catalyst facilitates the given reaction. Reactant: [Cl:1][C:2]1[CH:3]=[C:4]([NH:9][C:10]2[C:15]3[C:16]4[CH2:24][CH2:23][C:22]5[C:18](=[CH:19][N:20]([CH2:25][CH2:26]O)[N:21]=5)[C:17]=4[S:28][C:14]=3[N:13]=[CH:12][N:11]=2)[CH:5]=[CH:6][C:7]=1[F:8].C1(P(C2C=CC=CC=2)C2C=CC=CC=2)C=CC=CC=1.C(Br)(Br)(Br)[Br:49]. Product: [Br:49][CH2:26][CH2:25][N:20]1[CH:19]=[C:18]2[C:22]([CH2:23][CH2:24][C:16]3[C:15]4=[C:10]([NH:9][C:4]5[CH:5]=[CH:6][C:7]([F:8])=[C:2]([Cl:1])[CH:3]=5)[N:11]=[CH:12][N:13]=[C:14]4[S:28][C:17]=32)=[N:21]1. The catalyst class is: 2.